This data is from Catalyst prediction with 721,799 reactions and 888 catalyst types from USPTO. The task is: Predict which catalyst facilitates the given reaction. (1) Reactant: [CH2:1]([C:3]1[CH:8]=[CH:7][C:6](O)=[CH:5][CH:4]=1)[CH3:2].[CH2:10]([O:12][CH:13]([CH2:19][C:20]1[CH:25]=[CH:24][C:23]([OH:26])=[CH:22][CH:21]=1)[C:14]([O:16][CH2:17][CH3:18])=[O:15])[CH3:11].N(C(N1CCCCC1)=O)=NC(N1CCC[CH2:33][CH2:32]1)=O.C1(P(C2C=CC=CC=2)C2C=CC=CC=2)C=CC=CC=1. Product: [CH2:10]([O:12][CH:13]([CH2:19][C:20]1[CH:21]=[CH:22][C:23]([O:26][CH2:2][CH2:1][C:3]2[CH:8]=[CH:7][C:6]([CH2:32][CH3:33])=[CH:5][CH:4]=2)=[CH:24][CH:25]=1)[C:14]([O:16][CH2:17][CH3:18])=[O:15])[CH3:11]. The catalyst class is: 4. (2) Reactant: O=[C:2]([CH2:8][CH3:9])[CH2:3][C:4]([O:6][CH3:7])=[O:5].COC(OC)[N:13]([CH3:15])C.O.[NH2:19]N. Product: [CH2:8]([C:2]1[C:3]([C:4]([O:6][CH3:7])=[O:5])=[CH:15][NH:13][N:19]=1)[CH3:9]. The catalyst class is: 8. (3) Reactant: C([O:8][C:9]1[C:10]([C:33]([NH:35][CH2:36][C:37]2[CH:42]=[CH:41][C:40]([F:43])=[CH:39][CH:38]=2)=[O:34])=[N:11][C:12]([C:23]([NH:25][CH2:26][C:27]2[CH:28]=[N:29][CH:30]=[CH:31][CH:32]=2)=[O:24])=[CH:13][C:14]=1[O:15]CC1C=CC=CC=1)C1C=CC=CC=1. Product: [F:43][C:40]1[CH:39]=[CH:38][C:37]([CH2:36][NH:35][C:33]([C:10]2[C:9]([OH:8])=[C:14]([OH:15])[CH:13]=[C:12]([C:23]([NH:25][CH2:26][C:27]3[CH:28]=[N:29][CH:30]=[CH:31][CH:32]=3)=[O:24])[N:11]=2)=[O:34])=[CH:42][CH:41]=1. The catalyst class is: 515.